This data is from Peptide-MHC class I binding affinity with 185,985 pairs from IEDB/IMGT. The task is: Regression. Given a peptide amino acid sequence and an MHC pseudo amino acid sequence, predict their binding affinity value. This is MHC class I binding data. (1) The peptide sequence is ATVTGGIFL. The MHC is H-2-Kb with pseudo-sequence H-2-Kb. The binding affinity (normalized) is 0.163. (2) The peptide sequence is RVFDKADGK. The MHC is HLA-B07:02 with pseudo-sequence HLA-B07:02. The binding affinity (normalized) is 0.0847. (3) The peptide sequence is FQAGWEDPT. The MHC is HLA-A25:01 with pseudo-sequence HLA-A25:01. The binding affinity (normalized) is 0.0847. (4) The peptide sequence is WRWKSQVTI. The MHC is HLA-B15:01 with pseudo-sequence HLA-B15:01. The binding affinity (normalized) is 0.0847.